From a dataset of Forward reaction prediction with 1.9M reactions from USPTO patents (1976-2016). Predict the product of the given reaction. Given the reactants [Cl:1][C:2]1[CH:3]=[C:4]([NH2:9])[C:5]([NH2:8])=[CH:6][CH:7]=1.OOS([O-])=O.[K+].[CH:16]([C:18]1[CH:19]=[CH:20][C:21]([N:24]2[CH2:29][CH2:28][CH:27]([CH2:30][O:31][C:32]3[CH:41]=[CH:40][C:35]([C:36]([O:38][CH3:39])=[O:37])=[CH:34][CH:33]=3)[CH2:26][CH2:25]2)=[N:22][CH:23]=1)=O.C(=O)([O-])[O-].[Na+].[Na+], predict the reaction product. The product is: [Cl:1][C:2]1[CH:7]=[CH:6][C:5]2[N:8]=[C:16]([C:18]3[CH:19]=[CH:20][C:21]([N:24]4[CH2:29][CH2:28][CH:27]([CH2:30][O:31][C:32]5[CH:33]=[CH:34][C:35]([C:36]([O:38][CH3:39])=[O:37])=[CH:40][CH:41]=5)[CH2:26][CH2:25]4)=[N:22][CH:23]=3)[NH:9][C:4]=2[CH:3]=1.